Task: Predict which catalyst facilitates the given reaction.. Dataset: Catalyst prediction with 721,799 reactions and 888 catalyst types from USPTO (1) Reactant: I[CH2:2][CH2:3][CH:4]([CH3:6])[CH3:5].[NH2:7][CH2:8][CH2:9][CH2:10][OH:11].C(=O)([O-])[O-].[K+].[K+]. Product: [CH3:5][CH:4]([CH3:6])[CH2:3][CH2:2][NH:7][CH2:8][CH2:9][CH2:10][OH:11]. The catalyst class is: 3. (2) Reactant: [CH2:1]([O:4][C@@H:5]1[C@@H:9]([CH2:10][OH:11])[O:8][C@@H:7]([N:12]2[CH:19]=[C:18](I)[C:16]([NH2:17])=[N:15][C:13]2=[O:14])[CH2:6]1)[CH:2]=[CH2:3].[CH2:21]([NH:24][C:25](=[O:30])[C:26]([F:29])([F:28])[F:27])[C:22]#[CH:23].CCN(CC)CC. Product: [CH2:1]([O:4][C@@H:5]1[C@@H:9]([CH2:10][OH:11])[O:8][C@@H:7]([N:12]2[CH:19]=[C:18]([C:23]#[C:22][CH2:21][NH:24][C:25](=[O:30])[C:26]([F:29])([F:28])[F:27])[C:16]([NH2:17])=[N:15][C:13]2=[O:14])[CH2:6]1)[CH:2]=[CH2:3]. The catalyst class is: 441.